This data is from Experimentally validated miRNA-target interactions with 360,000+ pairs, plus equal number of negative samples. The task is: Binary Classification. Given a miRNA mature sequence and a target amino acid sequence, predict their likelihood of interaction. The miRNA is mmu-miR-32-5p with sequence UAUUGCACAUUACUAAGUUGCA. The protein sequence of the target gene is MASVDGDSRHLLSEVEHEVSPGPMNIQFDSSDLRSKRPFYIEPTNIVNVNDVIQRVSDHAAAMNKRIHYYSRLTTPADKALIAPDHVVPAPEECYVYSPLGSAYKLKSYTEGYGKNTSLVTIFMIWNTMMGTSILSIPWGIKQAGFTTGMCVIVLMGLLTLYCCYRVVKSRSTISTSDTSTWEYPDVCKHYFGSFGQWSSLLFSLVSLIGAMIVYWVLMSNFLFNTGKFIFNFIHHINDTDTVLSTNNSNPVICPNAGSGGRPDNSSMIFYNNNTEVQLFEKWWDKSRTVPFYLIGLLLP.... Result: 0 (no interaction).